Dataset: Reaction yield outcomes from USPTO patents with 853,638 reactions. Task: Predict the reaction yield, written as a fraction of the theoretical maximum amount of product (1.0 means a 100% yield; for example, 0.34 means a 34% yield). (1) The reactants are Br[C:2]1[C:10]2[C:5](=[N:6][CH:7]=[N:8][C:9]=2[NH2:11])[N:4]([CH:12]2[CH2:21][CH2:20][C:15]3([O:19][CH2:18][CH2:17][O:16]3)[CH2:14][CH2:13]2)[N:3]=1.[O:22]([C:29]1[CH:34]=[CH:33][C:32](B(O)O)=[CH:31][CH:30]=1)[C:23]1[CH:28]=[CH:27][CH:26]=[CH:25][CH:24]=1.C(=O)([O-])[O-].[Na+].[Na+].O. The catalyst is C(COC)OC. The product is [O:19]1[C:15]2([CH2:20][CH2:21][CH:12]([N:4]3[C:5]4=[N:6][CH:7]=[N:8][C:9]([NH2:11])=[C:10]4[C:2]([C:32]4[CH:33]=[CH:34][C:29]([O:22][C:23]5[CH:28]=[CH:27][CH:26]=[CH:25][CH:24]=5)=[CH:30][CH:31]=4)=[N:3]3)[CH2:13][CH2:14]2)[O:16][CH2:17][CH2:18]1. The yield is 0.870. (2) The reactants are [NH2:1][C@@H:2]1[C:10]2[C:5](=[CH:6][CH:7]=[CH:8][CH:9]=2)[CH2:4][CH2:3]1.[Cl:11][C:12]1[N:20]=[C:19]2[C:15]([NH:16][CH:17]=[N:18]2)=[C:14](Cl)[N:13]=1.C(N(CC)C(C)C)(C)C. The catalyst is C(O)C. The product is [Cl:11][C:12]1[N:20]=[C:19]2[C:15]([N:16]=[CH:17][NH:18]2)=[C:14]([NH:1][C@@H:2]2[C:10]3[C:5](=[CH:6][CH:7]=[CH:8][CH:9]=3)[CH2:4][CH2:3]2)[N:13]=1. The yield is 0.800. (3) The yield is 0.130. The reactants are N[C:2]1[C:10]([Cl:11])=[CH:9][C:5]([C:6]([OH:8])=[O:7])=[C:4]([O:12][CH3:13])[CH:3]=1.F[B-](F)(F)F.[H+].N([O-])=[O:21].[Na+]. The product is [Cl:11][C:10]1[C:2]([OH:21])=[CH:3][C:4]([O:12][CH3:13])=[C:5]([CH:9]=1)[C:6]([OH:8])=[O:7]. The catalyst is O. (4) The yield is 0.960. The product is [CH:1]1([CH2:6][CH:7]([C:11]2[CH:16]=[CH:15][C:14]([Cl:17])=[C:13]([Cl:18])[CH:12]=2)[C:8]([NH:46][C:47]2[S:48][CH:49]=[CH:50][N:51]=2)=[O:10])[CH2:2][CH2:3][CH2:4][CH2:5]1. The reactants are [CH:1]1([CH2:6][CH:7]([C:11]2[CH:16]=[CH:15][C:14]([Cl:17])=[C:13]([Cl:18])[CH:12]=2)[C:8]([OH:10])=O)[CH2:5][CH2:4][CH2:3][CH2:2]1.F[P-](F)(F)(F)(F)F.N1(O[P+](N(C)C)(N(C)C)N(C)C)C2C=CC=CC=2N=N1.[NH2:46][C:47]1[S:48][CH:49]=[CH:50][N:51]=1.C(N(CC)CC)C. The catalyst is C(Cl)Cl.O. (5) The reactants are [Br:1][C:2]1[CH:3]=[C:4]2[C:8](=[CH:9][CH:10]=1)[N:7]([C:11]1[CH:16]=[C:15](I)[CH:14]=[CH:13][N:12]=1)[N:6]=[C:5]2[C:18]([NH2:20])=[O:19].[C:21]([C@:23]1([OH:30])[CH2:27][CH2:26][N:25]([CH3:28])[C:24]1=[O:29])#[CH:22]. No catalyst specified. The product is [Br:1][C:2]1[CH:3]=[C:4]2[C:8](=[CH:9][CH:10]=1)[N:7]([C:11]1[CH:16]=[C:15]([C:22]#[C:21][C@:23]3([OH:30])[CH2:27][CH2:26][N:25]([CH3:28])[C:24]3=[O:29])[CH:14]=[CH:13][N:12]=1)[N:6]=[C:5]2[C:18]([NH2:20])=[O:19]. The yield is 0.240. (6) The reactants are [F:1][C:2]1[CH:7]=[C:6]([C:8]2(O)[CH2:12][CH2:11][O:10][CH2:9]2)[CH:5]=[C:4]([F:14])[C:3]=1[C:15]1[S:16][CH:17]=[C:18]([C:20]([O:22][CH3:23])=[O:21])[N:19]=1.FC1C=C(C2(O)CCOC2)C=C(F)C=1C1SC=C(C(O)=O)N=1.FC(F)(F)C(O)=O. The catalyst is ClCCl. The product is [O:10]1[CH2:11][CH:12]=[C:8]([C:6]2[CH:7]=[C:2]([F:1])[C:3]([C:15]3[S:16][CH:17]=[C:18]([C:20]([O:22][CH3:23])=[O:21])[N:19]=3)=[C:4]([F:14])[CH:5]=2)[CH2:9]1. The yield is 0.240. (7) The reactants are Br[C:2]1[CH:3]=[CH:4][C:5]2[N:11]3[C:12]([CH3:15])=[N:13][N:14]=[C:10]3[CH2:9][CH2:8][N:7]([C:16]3[CH:21]=[CH:20][C:19]([Cl:22])=[CH:18][CH:17]=3)[C:6]=2[CH:23]=1.[C:24]1(B(O)O)[CH:29]=[CH:28][CH:27]=[CH:26][CH:25]=1.C([O-])([O-])=O.[Cs+].[Cs+]. The catalyst is O1CCOCC1.O.C1C=CC([P]([Pd]([P](C2C=CC=CC=2)(C2C=CC=CC=2)C2C=CC=CC=2)([P](C2C=CC=CC=2)(C2C=CC=CC=2)C2C=CC=CC=2)[P](C2C=CC=CC=2)(C2C=CC=CC=2)C2C=CC=CC=2)(C2C=CC=CC=2)C2C=CC=CC=2)=CC=1. The product is [Cl:22][C:19]1[CH:20]=[CH:21][C:16]([N:7]2[CH2:8][CH2:9][C:10]3=[N:14][N:13]=[C:12]([CH3:15])[N:11]3[C:5]3[CH:4]=[CH:3][C:2]([C:24]4[CH:29]=[CH:28][CH:27]=[CH:26][CH:25]=4)=[CH:23][C:6]2=3)=[CH:17][CH:18]=1. The yield is 0.330. (8) The reactants are FC1C=C2C(C(I)=CN2S(C2C=CC=CC=2)(=O)=O)=CC=1.[F:21][C:22]1[CH:30]=[C:29]2[C:25]([C:26]([C:40]3[CH:55]=[CH:54][C:43]4[NH:44][C:45]([CH2:47][N:48]5[CH2:53][CH2:52][O:51][CH2:50][CH2:49]5)=[N:46][C:42]=4[CH:41]=3)=[CH:27][N:28]2S(C2C=CC=CC=2)(=O)=O)=[CH:24][CH:23]=1. No catalyst specified. The product is [F:21][C:22]1[CH:30]=[C:29]2[C:25]([C:26]([C:40]3[CH:55]=[CH:54][C:43]4[NH:44][C:45]([CH2:47][N:48]5[CH2:49][CH2:50][O:51][CH2:52][CH2:53]5)=[N:46][C:42]=4[CH:41]=3)=[CH:27][NH:28]2)=[CH:24][CH:23]=1. The yield is 0.320.